From a dataset of Catalyst prediction with 721,799 reactions and 888 catalyst types from USPTO. Predict which catalyst facilitates the given reaction. (1) Reactant: C(OC([O:6][C:7]12[CH2:21][CH:20]([CH3:22])[CH2:19][C:18](=[O:23])[CH:17]1[CH2:16][CH2:15][CH2:14][CH2:13][CH2:12][CH2:11][CH2:10][CH2:9][CH2:8]2)C)C.[CH3:24][CH:25]1[CH2:39][C:38]2([O:40][Si](C)(C)C)[CH:28]([CH2:29][CH2:30][CH2:31][CH2:32][CH2:33][CH2:34][CH2:35][CH2:36][CH2:37]2)[C:27](=[O:45])[CH2:26]1.C(OC(OC12CC(C)CC(=O)C1CCCCCCCCC2)C)CCC.Cl. The catalyst class is: 6. Product: [OH:6][C@:7]12[CH2:21][C@@H:20]([CH3:22])[CH2:19][C:18](=[O:23])[C@H:17]1[CH2:16][CH2:15][CH2:14][CH2:13][CH2:12][CH2:11][CH2:10][CH2:9][CH2:8]2.[OH:40][C@@:38]12[CH2:39][C@H:25]([CH3:24])[CH2:26][C:27](=[O:45])[C@@H:28]1[CH2:29][CH2:30][CH2:31][CH2:32][CH2:33][CH2:34][CH2:35][CH2:36][CH2:37]2. (2) Reactant: [CH:1]1([NH2:4])[CH2:3][CH2:2]1.[Cl:5][C:6]1[C:11]([F:12])=[C:10](Cl)[N:9]=[C:8]([CH:14]2[CH2:16][CH2:15]2)[N:7]=1. Product: [Cl:5][C:6]1[N:7]=[C:8]([CH:14]2[CH2:15][CH2:16]2)[N:9]=[C:10]([NH:4][CH:1]2[CH2:3][CH2:2]2)[C:11]=1[F:12]. The catalyst class is: 27.